This data is from NCI-60 drug combinations with 297,098 pairs across 59 cell lines. The task is: Regression. Given two drug SMILES strings and cell line genomic features, predict the synergy score measuring deviation from expected non-interaction effect. (1) Drug 1: CC1C(C(=O)NC(C(=O)N2CCCC2C(=O)N(CC(=O)N(C(C(=O)O1)C(C)C)C)C)C(C)C)NC(=O)C3=C4C(=C(C=C3)C)OC5=C(C(=O)C(=C(C5=N4)C(=O)NC6C(OC(=O)C(N(C(=O)CN(C(=O)C7CCCN7C(=O)C(NC6=O)C(C)C)C)C)C(C)C)C)N)C. Drug 2: COCCOC1=C(C=C2C(=C1)C(=NC=N2)NC3=CC=CC(=C3)C#C)OCCOC.Cl. Cell line: NCI-H322M. Synergy scores: CSS=31.7, Synergy_ZIP=-4.00, Synergy_Bliss=2.00, Synergy_Loewe=2.98, Synergy_HSA=3.39. (2) Drug 1: CC1C(C(CC(O1)OC2CC(OC(C2O)C)OC3=CC4=CC5=C(C(=O)C(C(C5)C(C(=O)C(C(C)O)O)OC)OC6CC(C(C(O6)C)O)OC7CC(C(C(O7)C)O)OC8CC(C(C(O8)C)O)(C)O)C(=C4C(=C3C)O)O)O)O. Drug 2: CC(C)CN1C=NC2=C1C3=CC=CC=C3N=C2N. Cell line: HS 578T. Synergy scores: CSS=8.25, Synergy_ZIP=2.28, Synergy_Bliss=1.16, Synergy_Loewe=-5.75, Synergy_HSA=-1.13. (3) Cell line: HOP-92. Drug 1: CCCS(=O)(=O)NC1=C(C(=C(C=C1)F)C(=O)C2=CNC3=C2C=C(C=N3)C4=CC=C(C=C4)Cl)F. Drug 2: C1C(C(OC1N2C=NC(=NC2=O)N)CO)O. Synergy scores: CSS=14.9, Synergy_ZIP=-3.54, Synergy_Bliss=-1.33, Synergy_Loewe=-11.8, Synergy_HSA=-2.42. (4) Drug 1: C1=CN(C(=O)N=C1N)C2C(C(C(O2)CO)O)O.Cl. Drug 2: C1=NC2=C(N=C(N=C2N1C3C(C(C(O3)CO)O)O)F)N. Cell line: U251. Synergy scores: CSS=23.3, Synergy_ZIP=4.52, Synergy_Bliss=5.74, Synergy_Loewe=-10.5, Synergy_HSA=3.85. (5) Drug 1: C1CN1P(=S)(N2CC2)N3CC3. Drug 2: CC(C)NC(=O)C1=CC=C(C=C1)CNNC.Cl. Cell line: OVCAR-4. Synergy scores: CSS=-3.65, Synergy_ZIP=0.841, Synergy_Bliss=-1.69, Synergy_Loewe=-1.34, Synergy_HSA=-4.06. (6) Drug 1: C1CCC(CC1)NC(=O)N(CCCl)N=O. Drug 2: CC1C(C(CC(O1)OC2CC(CC3=C2C(=C4C(=C3O)C(=O)C5=C(C4=O)C(=CC=C5)OC)O)(C(=O)CO)O)N)O.Cl. Cell line: MALME-3M. Synergy scores: CSS=47.1, Synergy_ZIP=-1.56, Synergy_Bliss=0.528, Synergy_Loewe=-16.1, Synergy_HSA=0.342. (7) Drug 1: CC1=C(C(CCC1)(C)C)C=CC(=CC=CC(=CC(=O)O)C)C. Drug 2: C1CNP(=O)(OC1)N(CCCl)CCCl. Cell line: RXF 393. Synergy scores: CSS=-1.38, Synergy_ZIP=0.624, Synergy_Bliss=-0.541, Synergy_Loewe=-1.30, Synergy_HSA=-1.67.